Dataset: Rat liver microsome stability data. Task: Regression/Classification. Given a drug SMILES string, predict its absorption, distribution, metabolism, or excretion properties. Task type varies by dataset: regression for continuous measurements (e.g., permeability, clearance, half-life) or binary classification for categorical outcomes (e.g., BBB penetration, CYP inhibition). Dataset: rlm. (1) The molecule is CCNC(=O)CN1C(=O)C(C)(c2cc(F)cc(F)c2)Oc2ccc(-c3c(N)nc(N)nc3CC)cc21. The result is 0 (unstable in rat liver microsomes). (2) The compound is Cc1cc(NC(=O)c2nn(C)c(-c3ccc(F)cc3)c2C)ccn1. The result is 0 (unstable in rat liver microsomes). (3) The drug is NC(=O)c1cccc([C@H]2C[C@H]3CC[C@@H](C2)N3CCN(Cc2ccccc2)C(=O)CO)c1. The result is 0 (unstable in rat liver microsomes).